This data is from Full USPTO retrosynthesis dataset with 1.9M reactions from patents (1976-2016). The task is: Predict the reactants needed to synthesize the given product. (1) Given the product [S:19]1[CH:20]=[CH:21][N:22]=[C:18]1[O:3][CH:4]1[CH2:5][CH2:6][N:7]([C:10]([O:12][C:13]([CH3:16])([CH3:15])[CH3:14])=[O:11])[CH2:8][CH2:9]1, predict the reactants needed to synthesize it. The reactants are: [H-].[Na+].[OH:3][CH:4]1[CH2:9][CH2:8][N:7]([C:10]([O:12][C:13]([CH3:16])([CH3:15])[CH3:14])=[O:11])[CH2:6][CH2:5]1.Br[C:18]1[S:19][CH:20]=[CH:21][N:22]=1. (2) Given the product [C:14]([O:18][C:19]([N:21]1[CH2:26][CH2:25][CH:24]([NH:27][C:2]2[CH:7]=[N:6][CH:5]=[N:4][CH:3]=2)[CH2:23][CH2:22]1)=[O:20])([CH3:17])([CH3:15])[CH3:16], predict the reactants needed to synthesize it. The reactants are: Br[C:2]1[CH:3]=[N:4][C:5](C2C=CC=CC=2)=[N:6][CH:7]=1.[C:14]([O:18][C:19]([N:21]1[CH2:26][CH2:25][CH:24]([NH2:27])[CH2:23][CH2:22]1)=[O:20])([CH3:17])([CH3:16])[CH3:15].C(N(CC)C(=O)C1C(=CC=CC=1)O)C.[O-]P([O-])([O-])=O.[K+].[K+].[K+]. (3) Given the product [F:20][C:17]1[CH:18]=[CH:19][C:14]([C:8]2[C:7]3[C:11](=[CH:12][CH:13]=[C:5]([C:3]4[NH:30][C:25]([NH2:24])=[N:1][N:2]=4)[CH:6]=3)[NH:10][N:9]=2)=[CH:15][CH:16]=1, predict the reactants needed to synthesize it. The reactants are: [NH2:1][NH:2][C:3]([C:5]1[CH:6]=[C:7]2[C:11](=[CH:12][CH:13]=1)[NH:10][N:9]=[C:8]2[C:14]1[CH:19]=[CH:18][C:17]([F:20])=[CH:16][CH:15]=1)=O.CC1C=[C:25](C)[NH:24]N=1.C([N:30](CC)CC)C.